Dataset: Full USPTO retrosynthesis dataset with 1.9M reactions from patents (1976-2016). Task: Predict the reactants needed to synthesize the given product. (1) Given the product [CH2:3]([C:17]1([C:19]([OH:21])=[O:20])[C:18]2[CH:6]=[CH:7][CH:8]=[CH:9][C:10]=2[C:11]2[C:16]1=[CH:15][CH:14]=[CH:13][CH:12]=2)[CH:2]=[CH2:1], predict the reactants needed to synthesize it. The reactants are: [CH2:1]([Li])[CH2:2][CH2:3]C.[CH:6]1[C:18]2[CH:17]([C:19]([OH:21])=[O:20])[C:16]3[C:11](=[CH:12][CH:13]=[CH:14][CH:15]=3)[C:10]=2[CH:9]=[CH:8][CH:7]=1.C(Br)C=C.[Cl-].[NH4+]. (2) Given the product [CH3:1][S:2]([N:5]1[CH2:6][CH2:7][N:8]([CH2:11][C:12]2[S:28][C:15]3[N:16]=[C:17]([C:39]4[CH:38]=[N:37][CH:36]=[C:35]([C:29]5[CH:30]=[CH:31][CH:32]=[CH:33][CH:34]=5)[CH:40]=4)[N:18]=[C:19]([N:20]4[CH2:25][CH2:24][O:23][CH2:22][CH2:21]4)[C:14]=3[CH:13]=2)[CH2:9][CH2:10]1)(=[O:3])=[O:4], predict the reactants needed to synthesize it. The reactants are: [CH3:1][S:2]([N:5]1[CH2:10][CH2:9][N:8]([CH2:11][C:12]2[S:28][C:15]3[N:16]=[C:17](SC)[N:18]=[C:19]([N:20]4[CH2:25][CH2:24][O:23][CH2:22][CH2:21]4)[C:14]=3[CH:13]=2)[CH2:7][CH2:6]1)(=[O:4])=[O:3].[C:29]1([C:35]2[CH:36]=[N:37][CH:38]=[C:39]([Sn](CCCC)(CCCC)CCCC)[CH:40]=2)[CH:34]=[CH:33][CH:32]=[CH:31][CH:30]=1. (3) Given the product [C:1]([C:4]1[CH:27]=[CH:26][C:7]([CH2:8][N:9]2[C:24]([NH:35][C:32]3[CH:33]=[CH:34][C:29]([F:28])=[CH:30][CH:31]=3)=[C:12]3[C:13](=[O:23])[N:14]([CH3:22])[C:15]4[N:16]([CH2:17][C:18]([CH3:21])([CH3:20])[N:19]=4)[C:11]3=[N:10]2)=[CH:6][CH:5]=1)(=[O:3])[CH3:2].[CH:36]([O-:38])=[O:37], predict the reactants needed to synthesize it. The reactants are: [C:1]([C:4]1[CH:27]=[CH:26][C:7]([CH2:8][N:9]2[C:24](Cl)=[C:12]3[C:13](=[O:23])[N:14]([CH3:22])[C:15]4[N:16]([CH2:17][C:18]([CH3:21])([CH3:20])[N:19]=4)[C:11]3=[N:10]2)=[CH:6][CH:5]=1)(=[O:3])[CH3:2].[F:28][C:29]1[CH:34]=[CH:33][C:32]([NH2:35])=[CH:31][CH:30]=1.[C:36](=O)([O-:38])[O-:37].[K+].[K+].